Dataset: Peptide-MHC class II binding affinity with 134,281 pairs from IEDB. Task: Regression. Given a peptide amino acid sequence and an MHC pseudo amino acid sequence, predict their binding affinity value. This is MHC class II binding data. The MHC is DRB1_0802 with pseudo-sequence DRB1_0802. The peptide sequence is GELQIVDKFDAAFKI. The binding affinity (normalized) is 0.392.